This data is from Peptide-MHC class I binding affinity with 185,985 pairs from IEDB/IMGT. The task is: Regression. Given a peptide amino acid sequence and an MHC pseudo amino acid sequence, predict their binding affinity value. This is MHC class I binding data. The peptide sequence is IEEIMNIVLI. The MHC is HLA-B45:01 with pseudo-sequence HLA-B45:01. The binding affinity (normalized) is 0.337.